This data is from Peptide-MHC class II binding affinity with 134,281 pairs from IEDB. The task is: Regression. Given a peptide amino acid sequence and an MHC pseudo amino acid sequence, predict their binding affinity value. This is MHC class II binding data. (1) The peptide sequence is ENKYFAATQFEPLAA. The MHC is DRB1_1602 with pseudo-sequence DRB1_1602. The binding affinity (normalized) is 0.506. (2) The peptide sequence is AAATAGTTVYGAFKA. The MHC is HLA-DQA10102-DQB10602 with pseudo-sequence HLA-DQA10102-DQB10602. The binding affinity (normalized) is 0.751. (3) The peptide sequence is EVDMTPADALDDFDL. The MHC is HLA-DQA10401-DQB10402 with pseudo-sequence HLA-DQA10401-DQB10402. The binding affinity (normalized) is 0.778. (4) The peptide sequence is AFKVCATAANAAPAN. The MHC is HLA-DPA10103-DPB10301 with pseudo-sequence HLA-DPA10103-DPB10301. The binding affinity (normalized) is 0.568. (5) The MHC is DRB1_0405 with pseudo-sequence DRB1_0405. The peptide sequence is VAEAAGKTKEGVLYV. The binding affinity (normalized) is 0.0648. (6) The MHC is HLA-DPA10201-DPB10501 with pseudo-sequence HLA-DPA10201-DPB10501. The peptide sequence is IEPIVATNWQKLEAFWHKHM. The binding affinity (normalized) is 0.429. (7) The peptide sequence is YDKFLANVSTVLNGK. The MHC is DRB1_1101 with pseudo-sequence DRB1_1101. The binding affinity (normalized) is 0.531.